This data is from Full USPTO retrosynthesis dataset with 1.9M reactions from patents (1976-2016). The task is: Predict the reactants needed to synthesize the given product. (1) The reactants are: [CH3:1][O:2][C:3]1[CH:8]=[CH:7][C:6]([N+:9]([O-])=O)=[CH:5][C:4]=1[NH:12][C:13]1[N:18]=[C:17]([N:19]2[CH:23]=[C:22]([CH:24]=O)[C:21]([CH3:26])=[N:20]2)[CH:16]=[CH:15][N:14]=1.Cl.[NH:28]1[CH2:31][CH:30]([OH:32])[CH2:29]1. Given the product [OH:32][CH:30]1[CH2:31][N:28]([CH2:24][C:22]2[C:21]([CH3:26])=[N:20][N:19]([C:17]3[CH:16]=[CH:15][N:14]=[C:13]([NH:12][C:4]4[CH:5]=[C:6]([NH:9][C:3](=[O:2])[CH:4]=[CH2:5])[CH:7]=[CH:8][C:3]=4[O:2][CH3:1])[N:18]=3)[CH:23]=2)[CH2:29]1, predict the reactants needed to synthesize it. (2) The reactants are: C[O:2][C:3](=[O:14])[CH2:4][C@@H:5]([CH3:13])[C:6]([O:8][C:9]([CH3:12])([CH3:11])[CH3:10])=[O:7].[OH-].[Na+].Cl. Given the product [C:9]([O:8][C:6](=[O:7])[C@H:5]([CH3:13])[CH2:4][C:3]([OH:14])=[O:2])([CH3:12])([CH3:10])[CH3:11], predict the reactants needed to synthesize it. (3) Given the product [F:1][C:2]1[CH:7]=[CH:6][C:5]([CH:8]([C:13]2[CH:14]=[CH:15][C:16]([F:19])=[CH:17][CH:18]=2)[CH2:9][NH:11][CH3:12])=[CH:4][CH:3]=1, predict the reactants needed to synthesize it. The reactants are: [F:1][C:2]1[CH:7]=[CH:6][C:5]([CH:8]([C:13]2[CH:18]=[CH:17][C:16]([F:19])=[CH:15][CH:14]=2)[C:9]([NH:11][CH3:12])=O)=[CH:4][CH:3]=1.B(F)(F)F.CCOCC. (4) Given the product [C:1]([C:5]1[CH:9]=[C:8]([NH:10][C:26](=[O:27])[O:28][C:29]2[CH:34]=[CH:33][CH:32]=[CH:31][CH:30]=2)[N:7]([C:11]2[CH:16]=[CH:15][C:14]([CH3:17])=[CH:13][C:12]=2[CH3:18])[N:6]=1)([CH3:4])([CH3:3])[CH3:2], predict the reactants needed to synthesize it. The reactants are: [C:1]([C:5]1[CH:9]=[C:8]([NH2:10])[N:7]([C:11]2[CH:16]=[CH:15][C:14]([CH3:17])=[CH:13][C:12]=2[CH3:18])[N:6]=1)([CH3:4])([CH3:3])[CH3:2].C([O-])([O-])=O.[K+].[K+].Cl[C:26]([O:28][C:29]1[CH:34]=[CH:33][CH:32]=[CH:31][CH:30]=1)=[O:27].